From a dataset of Full USPTO retrosynthesis dataset with 1.9M reactions from patents (1976-2016). Predict the reactants needed to synthesize the given product. (1) Given the product [Cl:8][C:9]([O:5][CH:3]([CH3:4])[C:2]([F:7])([F:6])[F:1])=[O:11], predict the reactants needed to synthesize it. The reactants are: [F:1][C:2]([F:7])([F:6])[CH:3]([OH:5])[CH3:4].[Cl:8][C:9](Cl)([O:11]C(=O)OC(Cl)(Cl)Cl)Cl.N1C=CC=CC=1. (2) The reactants are: Br[C:2]1[N:6]2[N:7]=[C:8]([Cl:11])[CH:9]=[CH:10][C:5]2=[N:4][CH:3]=1.C([O-])([O-])=O.[Na+].[Na+].[Cl:18][C:19]1[CH:24]=[CH:23][C:22](B(O)O)=[CH:21][CH:20]=1. Given the product [Cl:11][C:8]1[CH:9]=[CH:10][C:5]2[N:6]([C:2]([C:22]3[CH:23]=[CH:24][C:19]([Cl:18])=[CH:20][CH:21]=3)=[CH:3][N:4]=2)[N:7]=1, predict the reactants needed to synthesize it. (3) Given the product [N:1]1[CH:6]=[CH:5][CH:4]=[CH:3][C:2]=1[C:7]([NH:9][NH:10][C:12](=[O:13])[O:14][CH2:15][CH3:16])=[O:8], predict the reactants needed to synthesize it. The reactants are: [N:1]1[CH:6]=[CH:5][CH:4]=[CH:3][C:2]=1[C:7]([NH:9][NH2:10])=[O:8].C(Cl)(=O)[C:12]([O:14][CH2:15][CH3:16])=[O:13].C(N(CC)CC)C. (4) The reactants are: [OH-].[Na+].C([O:5][C:6](=[O:31])[C@@H:7]([OH:30])[C@@H:8]([NH:16][C:17](=[O:29])[C:18]1[CH:23]=[CH:22][CH:21]=[C:20]([O:24]C(=O)C)[C:19]=1[CH3:28])[CH2:9][C:10]1[CH:15]=[CH:14][CH:13]=[CH:12][CH:11]=1)C. Given the product [OH:30][C@@H:7]([C@@H:8]([NH:16][C:17](=[O:29])[C:18]1[CH:23]=[CH:22][CH:21]=[C:20]([OH:24])[C:19]=1[CH3:28])[CH2:9][C:10]1[CH:11]=[CH:12][CH:13]=[CH:14][CH:15]=1)[C:6]([OH:31])=[O:5], predict the reactants needed to synthesize it. (5) Given the product [CH2:22]([O:29][C:30]1[CH:35]=[C:34]([C:36]2[S:40][CH:39]=[N:38][CH:37]=2)[CH:33]=[CH:32][C:31]=1[N:41]1[S:45](=[O:47])(=[O:46])[NH:44][C:43](=[O:54])[CH2:42]1)[C:23]1[CH:24]=[CH:25][CH:26]=[CH:27][CH:28]=1, predict the reactants needed to synthesize it. The reactants are: [N-]=C=O.[F-].C([N+](CCCC)(CCCC)CCCC)CCC.[CH2:22]([O:29][C:30]1[CH:35]=[C:34]([C:36]2[S:40][CH:39]=[N:38][CH:37]=2)[CH:33]=[CH:32][C:31]=1[N:41]1[S:45](=[O:47])(=[O:46])[N:44](CC[Si](C)(C)C)[C:43](=[O:54])[CH2:42]1)[C:23]1[CH:28]=[CH:27][CH:26]=[CH:25][CH:24]=1. (6) Given the product [CH:20](=[N:19][N:7]1[C:8]2[C:17]3[CH:16]=[CH:15][CH:14]=[CH:13][C:12]=3[N:11]=[CH:10][C:9]=2[N:18]=[C:6]1[CH2:2][CH2:3][CH2:4][CH3:5])[C:21]1[CH:26]=[CH:25][CH:24]=[CH:23][CH:22]=1, predict the reactants needed to synthesize it. The reactants are: Cl.[CH2:2]([C:6]1[N:7]([NH2:19])[C:8]2[C:17]3[CH:16]=[CH:15][CH:14]=[CH:13][C:12]=3[N:11]=[CH:10][C:9]=2[N:18]=1)[CH2:3][CH2:4][CH3:5].[CH:20](=O)[C:21]1[CH:26]=[CH:25][CH:24]=[CH:23][CH:22]=1. (7) Given the product [C:23]([Si:18]1([C:27]([CH3:29])([CH3:30])[CH3:28])[O:17][C@H:16]2[C@@H:15]([O:31][Si:32]([C:35]([CH3:38])([CH3:37])[CH3:36])([CH3:33])[CH3:34])[C@H:14]([N:3]3[C:2]([C:39]#[N:40])=[N:10][C:9]4[C:4]3=[N:5][CH:6]=[N:7][C:8]=4[N:11]([CH3:13])[CH3:12])[O:22][C@@H:21]2[CH2:20][O:19]1)([CH3:26])([CH3:24])[CH3:25], predict the reactants needed to synthesize it. The reactants are: Br[C:2]1[N:3]([C@@H:14]2[O:22][C@H:21]3[C@@H:16]([O:17][Si:18]([C:27]([CH3:30])([CH3:29])[CH3:28])([C:23]([CH3:26])([CH3:25])[CH3:24])[O:19][CH2:20]3)[C@H:15]2[O:31][Si:32]([C:35]([CH3:38])([CH3:37])[CH3:36])([CH3:34])[CH3:33])[C:4]2[C:9]([N:10]=1)=[C:8]([N:11]([CH3:13])[CH3:12])[N:7]=[CH:6][N:5]=2.[C-:39]#[N:40].[Na+].[F-].[Cs+].C(=O)(O)[O-].[Na+].